Dataset: NCI-60 drug combinations with 297,098 pairs across 59 cell lines. Task: Regression. Given two drug SMILES strings and cell line genomic features, predict the synergy score measuring deviation from expected non-interaction effect. (1) Cell line: TK-10. Drug 1: CC1=C(C=C(C=C1)NC(=O)C2=CC=C(C=C2)CN3CCN(CC3)C)NC4=NC=CC(=N4)C5=CN=CC=C5. Synergy scores: CSS=9.12, Synergy_ZIP=-4.18, Synergy_Bliss=3.08, Synergy_Loewe=-6.58, Synergy_HSA=-0.739. Drug 2: CC1=C(N=C(N=C1N)C(CC(=O)N)NCC(C(=O)N)N)C(=O)NC(C(C2=CN=CN2)OC3C(C(C(C(O3)CO)O)O)OC4C(C(C(C(O4)CO)O)OC(=O)N)O)C(=O)NC(C)C(C(C)C(=O)NC(C(C)O)C(=O)NCCC5=NC(=CS5)C6=NC(=CS6)C(=O)NCCC[S+](C)C)O. (2) Drug 1: CC1=C2C(C(=O)C3(C(CC4C(C3C(C(C2(C)C)(CC1OC(=O)C(C(C5=CC=CC=C5)NC(=O)OC(C)(C)C)O)O)OC(=O)C6=CC=CC=C6)(CO4)OC(=O)C)OC)C)OC. Drug 2: C1C(C(OC1N2C=NC3=C(N=C(N=C32)Cl)N)CO)O. Cell line: NCIH23. Synergy scores: CSS=51.8, Synergy_ZIP=-0.211, Synergy_Bliss=-1.69, Synergy_Loewe=-13.3, Synergy_HSA=-0.837. (3) Drug 1: CC1=CC2C(CCC3(C2CCC3(C(=O)C)OC(=O)C)C)C4(C1=CC(=O)CC4)C. Drug 2: CN1C(=O)N2C=NC(=C2N=N1)C(=O)N. Cell line: K-562. Synergy scores: CSS=0.335, Synergy_ZIP=1.31, Synergy_Bliss=2.52, Synergy_Loewe=-3.64, Synergy_HSA=-3.42.